From a dataset of Drug-induced liver injury (DILI) classification data. Regression/Classification. Given a drug SMILES string, predict its toxicity properties. Task type varies by dataset: regression for continuous values (e.g., LD50, hERG inhibition percentage) or binary classification for toxic/non-toxic outcomes (e.g., AMES mutagenicity, cardiotoxicity, hepatotoxicity). Dataset: dili. (1) The result is 0 (no liver injury). The drug is CCC(CO)NC(=O)C1C=C2c3cccc4c3c(cn4C)CC2N(C)C1. (2) The drug is O=C(COc1ccc(Cl)cc1)N1CCN(Cc2ccc3c(c2)OCO3)CC1. The result is 1 (causes liver injury). (3) The compound is CCN(CC)CCOc1cccc(OCCN(CC)CC)c1OCCN(CC)CC. The result is 0 (no liver injury). (4) The compound is NC(C(=O)O)C1CC(Cl)=NO1. The result is 0 (no liver injury). (5) The molecule is O=C(O)C1=CC(=NNc2ccc(S(=O)(=O)Nc3ccccn3)cc2)C=CC1=O. The result is 1 (causes liver injury). (6) The molecule is Cc1cc(Br)c(O)c2ncccc12. The result is 1 (causes liver injury).